This data is from Full USPTO retrosynthesis dataset with 1.9M reactions from patents (1976-2016). The task is: Predict the reactants needed to synthesize the given product. (1) Given the product [CH3:13][C:10]1[N:9]([CH:14]([CH3:16])[CH3:15])[C:8]([C:6]2[CH:5]=[CH:4][N:3]=[C:2]([NH:17][CH:18]3[CH2:23][CH2:22][CH:21]([NH2:24])[CH2:20][CH2:19]3)[N:7]=2)=[CH:12][N:11]=1, predict the reactants needed to synthesize it. The reactants are: Cl[C:2]1[N:7]=[C:6]([C:8]2[N:9]([CH:14]([CH3:16])[CH3:15])[C:10]([CH3:13])=[N:11][CH:12]=2)[CH:5]=[CH:4][N:3]=1.[NH2:17][CH:18]1[CH2:23][CH2:22][CH:21]([NH2:24])[CH2:20][CH2:19]1.C(N(CC)CC)C. (2) Given the product [CH:13]1([C:9]2([OH:12])[CH2:10][CH2:11][NH:6][CH2:7][CH2:8]2)[CH2:14][CH2:15][CH2:16][CH2:17][CH2:18]1, predict the reactants needed to synthesize it. The reactants are: [OH-].[K+].C([N:6]1[CH2:11][CH2:10][C:9]([CH:13]2[CH2:18][CH2:17][CH2:16][CH2:15][CH2:14]2)([OH:12])[CH2:8][CH2:7]1)(=O)C. (3) Given the product [CH:14]1([N:13]([CH:11]([C:2]2[CH:3]=[CH:4][C:5]3[C:10](=[CH:9][CH:8]=[CH:7][CH:6]=3)[CH:1]=2)[CH3:12])[C:31]([C@@H:27]2[O:28][CH2:29][CH2:30][N:25]([C:23]([O:22][C:18]([CH3:21])([CH3:20])[CH3:19])=[O:24])[CH2:26]2)=[O:32])[CH2:16][CH2:15]1, predict the reactants needed to synthesize it. The reactants are: [CH:1]1[C:10]2[C:5](=[CH:6][CH:7]=[CH:8][CH:9]=2)[CH:4]=[CH:3][C:2]=1[CH:11]([N:13](Cl)[CH:14]1[CH2:16][CH2:15]1)[CH3:12].[C:18]([O:22][C:23]([N:25]1[CH2:30][CH2:29][O:28][C@@H:27]([C:31](O)=[O:32])[CH2:26]1)=[O:24])([CH3:21])([CH3:20])[CH3:19].ON1C2C=CC=CC=2N=N1.C(N(C(C)C)CC)(C)C.Cl.C(N=C=NCCCN(C)C)C.C(=O)([O-])O.[Na+].